Dataset: Catalyst prediction with 721,799 reactions and 888 catalyst types from USPTO. Task: Predict which catalyst facilitates the given reaction. Reactant: [CH3:1][O:2][C:3]([CH:5]1[CH:10]([C:11]2[CH:16]=[CH:15][C:14]([O:17][CH2:18][CH2:19][O:20][Si](C(C)(C)C)(C)C)=[CH:13][CH:12]=2)[CH2:9][CH2:8][N:7]([C:28]([O:30][C:31]([CH3:34])([CH3:33])[CH3:32])=[O:29])[CH2:6]1)=[O:4].CCCC[N+](CCCC)(CCCC)CCCC.[F-].[NH4+].[Cl-]. Product: [CH3:1][O:2][C:3]([CH:5]1[CH:10]([C:11]2[CH:16]=[CH:15][C:14]([O:17][CH2:18][CH2:19][OH:20])=[CH:13][CH:12]=2)[CH2:9][CH2:8][N:7]([C:28]([O:30][C:31]([CH3:34])([CH3:33])[CH3:32])=[O:29])[CH2:6]1)=[O:4]. The catalyst class is: 1.